This data is from Full USPTO retrosynthesis dataset with 1.9M reactions from patents (1976-2016). The task is: Predict the reactants needed to synthesize the given product. (1) The reactants are: C(OC([N:11]1[CH2:16][CH2:15][N:14]([CH2:17][CH2:18][C:19]2[CH:28]=[CH:27][C:22]3[O:23][CH2:24][CH2:25][O:26][C:21]=3[CH:20]=2)[CH2:13][CH2:12]1)=O)C1C=CC=CC=1. Given the product [O:23]1[C:22]2[CH:27]=[CH:28][C:19]([CH2:18][CH2:17][N:14]3[CH2:15][CH2:16][NH:11][CH2:12][CH2:13]3)=[CH:20][C:21]=2[O:26][CH2:25][CH2:24]1, predict the reactants needed to synthesize it. (2) Given the product [C:1]([O:5][C:6]([N:8]1[CH2:13][CH2:12][CH:11]([N:14]([CH2:31][C:30]2[CH:33]=[C:26]([Cl:25])[CH:27]=[CH:28][C:29]=2[F:34])[C:15]2[CH:24]=[CH:23][C:18]3[O:19][CH2:20][CH2:21][O:22][C:17]=3[CH:16]=2)[CH2:10][CH2:9]1)=[O:7])([CH3:4])([CH3:2])[CH3:3], predict the reactants needed to synthesize it. The reactants are: [C:1]([O:5][C:6]([N:8]1[CH2:13][CH2:12][CH:11]([NH:14][C:15]2[CH:24]=[CH:23][C:18]3[O:19][CH2:20][CH2:21][O:22][C:17]=3[CH:16]=2)[CH2:10][CH2:9]1)=[O:7])([CH3:4])([CH3:3])[CH3:2].[Cl:25][C:26]1[CH:27]=[CH:28][C:29]([F:34])=[C:30]([CH:33]=1)[CH2:31]Br. (3) The reactants are: C([O:4][CH2:5][CH2:6][CH2:7][CH2:8][O:9][C:10]1[C:17]([CH3:18])=[C:16]([O:19][CH2:20][CH2:21][CH3:22])[CH:15]=[CH:14][C:11]=1[CH:12]=[O:13])(=O)C.[Li+].[OH-].Cl. Given the product [OH:4][CH2:5][CH2:6][CH2:7][CH2:8][O:9][C:10]1[C:17]([CH3:18])=[C:16]([O:19][CH2:20][CH2:21][CH3:22])[CH:15]=[CH:14][C:11]=1[CH:12]=[O:13], predict the reactants needed to synthesize it. (4) Given the product [NH:28]([C:18]([N:15]1[CH2:16][CH2:17][N:12]([C:9]2[CH:10]=[CH:11][C:6]([C:4]([O:3][CH2:1][CH3:2])=[O:5])=[CH:7][CH:8]=2)[CH2:13][CH2:14]1)=[O:20])[NH2:29], predict the reactants needed to synthesize it. The reactants are: [CH2:1]([O:3][C:4]([C:6]1[CH:11]=[CH:10][C:9]([N:12]2[CH2:17][CH2:16][N:15]([C:18]([O:20]C3C=CC=CC=3)=O)[CH2:14][CH2:13]2)=[CH:8][CH:7]=1)=[O:5])[CH3:2].O.[NH2:28][NH2:29].O. (5) Given the product [N:1]([CH2:4][C:5]([NH:12][C@@H:11]1[C@@H:13]([OH:14])[C@@H:15]([OH:16])[C@@H:17]([CH2:19][OH:20])[O:18][CH:10]1[OH:9])=[O:7])=[N+:2]=[N-:3], predict the reactants needed to synthesize it. The reactants are: [N:1]([CH2:4][C:5]([OH:7])=O)=[N+:2]=[N-:3].Cl.[OH:9][CH:10]1[O:18][C@H:17]([CH2:19][OH:20])[C@H:15]([OH:16])[C@H:13]([OH:14])[C@H:11]1[NH2:12].C(N(CC)CC)C.ON1C2C=CC=CC=2N=N1.Cl.CN(C)CCCN=C=NCC.